From a dataset of Catalyst prediction with 721,799 reactions and 888 catalyst types from USPTO. Predict which catalyst facilitates the given reaction. (1) Reactant: [S:1](=[C:4]1[CH:10]=[CH:9][C:7]([NH2:8])=[CH:6][CH2:5]1)(=[O:3])=[O:2].[Li+].[CH3:12][Si]([N-][Si](C)(C)C)(C)C.[CH:21]1([CH2:24][C:25]2[C:30]([C:31]3[CH:36]=[CH:35][N:34]=[C:33](S(C)=O)[N:32]=3)=[CH:29][N:28]=[C:27]([NH:40][CH2:41][C:42]([CH3:45])([OH:44])[CH3:43])[N:26]=2)[CH2:23][CH2:22]1. Product: [CH:21]1([CH2:24][C:25]2[C:30]([C:31]3[CH:36]=[CH:35][N:34]=[C:33]([NH:8][C:7]4[CH:6]=[CH:5][C:4]([S:1]([CH3:12])(=[O:3])=[O:2])=[CH:10][CH:9]=4)[N:32]=3)=[CH:29][N:28]=[C:27]([NH:40][CH2:41][C:42]([CH3:45])([OH:44])[CH3:43])[N:26]=2)[CH2:22][CH2:23]1. The catalyst class is: 1. (2) Reactant: [CH2:1]([O:3][C:4](=[O:16])[C:5]1[C:10](Cl)=[C:9]([N+:12]([O-:14])=[O:13])[C:8]([Cl:15])=[N:7][CH:6]=1)[CH3:2].[CH:17]([NH2:20])([CH3:19])[CH3:18]. Product: [CH2:1]([O:3][C:4](=[O:16])[C:5]1[C:10]([NH:20][CH:17]([CH3:19])[CH3:18])=[C:9]([N+:12]([O-:14])=[O:13])[C:8]([Cl:15])=[N:7][CH:6]=1)[CH3:2]. The catalyst class is: 4. (3) Reactant: [OH-].[Na+:2].[F:3][CH:4]([F:42])[O:5][C:6]1[CH:11]=[CH:10][CH:9]=[CH:8][C:7]=1[CH2:12][C:13]1[N:17]2[CH:18]=[C:19]([C:23]3[CH:24]=[N:25][C:26]([N:29]4[CH2:35][CH2:34][CH:33]5[C:31]([C:36]([O:38]CC)=[O:37])([CH2:32]5)[CH2:30]4)=[N:27][CH:28]=3)[C:20]([F:22])=[CH:21][C:16]2=[N:15][C:14]=1[CH3:41]. Product: [F:42][CH:4]([F:3])[O:5][C:6]1[CH:11]=[CH:10][CH:9]=[CH:8][C:7]=1[CH2:12][C:13]1[N:17]2[CH:18]=[C:19]([C:23]3[CH:24]=[N:25][C:26]([N:29]4[CH2:35][CH2:34][CH:33]5[C:31]([C:36]([O-:38])=[O:37])([CH2:32]5)[CH2:30]4)=[N:27][CH:28]=3)[C:20]([F:22])=[CH:21][C:16]2=[N:15][C:14]=1[CH3:41].[Na+:2]. The catalyst class is: 87. (4) Reactant: [C:1]([C:9]1[C:14]([C:15]([O:17][CH2:18][CH3:19])=[O:16])=[CH:13][N:12]=[C:11](SC)[N:10]=1)(=[O:8])[C:2]1[CH:7]=[CH:6][CH:5]=[CH:4][CH:3]=1.ClC1C=C(C=CC=1)C(OO)=O.CCN(C(C)C)C(C)C.[CH3:42][N:43]1[CH2:48][CH2:47][N:46]([C:49]2[CH:55]=[CH:54][C:52]([NH2:53])=[CH:51][CH:50]=2)[CH2:45][CH2:44]1. Product: [C:1]([C:9]1[C:14]([C:15]([O:17][CH2:18][CH3:19])=[O:16])=[CH:13][N:12]=[C:11]([NH:53][C:52]2[CH:51]=[CH:50][C:49]([N:46]3[CH2:45][CH2:44][N:43]([CH3:42])[CH2:48][CH2:47]3)=[CH:55][CH:54]=2)[N:10]=1)(=[O:8])[C:2]1[CH:7]=[CH:6][CH:5]=[CH:4][CH:3]=1. The catalyst class is: 4. (5) Reactant: [C:1]([C:3]1[CH:22]=[CH:21][C:6]([CH2:7][NH:8][C:9](=[O:20])[CH:10]([C:13]2[CH:18]=[CH:17][C:16]([OH:19])=[CH:15][CH:14]=2)[O:11][CH3:12])=[CH:5][CH:4]=1)#[N:2].Br[CH:24]([OH:26])[CH3:25].C(=O)([O-])[O-].[Cs+].[Cs+]. Product: [C:1]([C:3]1[CH:4]=[CH:5][C:6]([CH2:7][NH:8][C:9](=[O:20])[CH:10]([C:13]2[CH:18]=[CH:17][C:16]([O:19][CH2:25][CH2:24][OH:26])=[CH:15][CH:14]=2)[O:11][CH3:12])=[CH:21][CH:22]=1)#[N:2]. The catalyst class is: 3. (6) Reactant: Cl[CH2:2][O:3][CH2:4][CH2:5][Si:6]([CH3:9])([CH3:8])[CH3:7].C(N(CC)CC)C.[Br:17][C:18]1[N:23]=[C:22]2[NH:24][N:25]=[C:26]([C:27]3[CH:32]=[CH:31][CH:30]=[CH:29][CH:28]=3)[C:21]2=[C:20]([C:33]([F:36])([F:35])[F:34])[CH:19]=1.O. Product: [Br:17][C:18]1[N:23]=[C:22]2[N:24]([CH2:2][O:3][CH2:4][CH2:5][Si:6]([CH3:9])([CH3:8])[CH3:7])[N:25]=[C:26]([C:27]3[CH:32]=[CH:31][CH:30]=[CH:29][CH:28]=3)[C:21]2=[C:20]([C:33]([F:35])([F:36])[F:34])[CH:19]=1. The catalyst class is: 3. (7) Reactant: C([O:8][C:9]1[C:22]([F:23])=[CH:21][C:12]([CH2:13][O:14][CH2:15][C:16]([O:18][CH2:19][CH3:20])=[O:17])=[CH:11][C:10]=1[F:24])C1C=CC=CC=1.[H][H]. Product: [F:23][C:22]1[CH:21]=[C:12]([CH:11]=[C:10]([F:24])[C:9]=1[OH:8])[CH2:13][O:14][CH2:15][C:16]([O:18][CH2:19][CH3:20])=[O:17]. The catalyst class is: 29.